This data is from Catalyst prediction with 721,799 reactions and 888 catalyst types from USPTO. The task is: Predict which catalyst facilitates the given reaction. (1) Reactant: I[C:2]1[N:7]=[N:6][C:5]([NH:8][CH2:9][C:10]2[C:11]([C:16]3[CH:21]=[CH:20][CH:19]=[CH:18][CH:17]=3)=[N:12][O:13][C:14]=2[CH3:15])=[CH:4][CH:3]=1.[CH:22]([NH2:25])([CH3:24])[CH3:23].C1(P(C2C=CC=CC=2)C2C=CC=CC=2)C=CC=CC=1.CN([CH:48]=[O:49])C. Product: [CH:22]([NH:25][C:48]([C:2]1[N:7]=[N:6][C:5]([NH:8][CH2:9][C:10]2[C:11]([C:16]3[CH:21]=[CH:20][CH:19]=[CH:18][CH:17]=3)=[N:12][O:13][C:14]=2[CH3:15])=[CH:4][CH:3]=1)=[O:49])([CH3:24])[CH3:23]. The catalyst class is: 167. (2) Reactant: [Cl:1][C:2]1[C:3]([CH2:8][NH:9][C:10]([CH:12]2[CH2:15][C:14](=[O:16])[CH2:13]2)=O)=[N:4][CH:5]=[CH:6][N:7]=1.CN(C=O)C.O=P(Cl)(Cl)Cl.C([O-])([O-])=O.[Na+].[Na+]. Product: [Cl:1][C:2]1[C:3]2[N:4]([C:10]([CH:12]3[CH2:15][C:14](=[O:16])[CH2:13]3)=[N:9][CH:8]=2)[CH:5]=[CH:6][N:7]=1. The catalyst class is: 13.